From a dataset of Full USPTO retrosynthesis dataset with 1.9M reactions from patents (1976-2016). Predict the reactants needed to synthesize the given product. (1) The reactants are: Cl[C:2]1[CH:9]=[CH:8][CH:7]=[C:6]([F:10])[C:3]=1[CH:4]=[O:5].[CH2:11]([O:13][C:14]1[CH:19]=[CH:18][C:17](B(O)O)=[C:16]([CH:23]=[O:24])[C:15]=1[F:25])[CH3:12].C(=O)([O-])[O-].[K+].[K+].C1(C)C=CC=CC=1. Given the product [CH2:11]([O:13][C:14]1[C:15]([F:25])=[C:16]([CH:23]=[O:24])[C:17]([C:2]2[C:3]([CH:4]=[O:5])=[C:6]([F:10])[CH:7]=[CH:8][CH:9]=2)=[CH:18][CH:19]=1)[CH3:12], predict the reactants needed to synthesize it. (2) The reactants are: Br[C:2]1[C:11]2[C:6](=[CH:7][CH:8]=[CH:9][CH:10]=2)[CH:5]=[N:4][CH:3]=1.[C:12]([Cu])#[N:13]. Given the product [C:12]([C:2]1[C:11]2[C:6](=[CH:7][CH:8]=[CH:9][CH:10]=2)[CH:5]=[N:4][CH:3]=1)#[N:13], predict the reactants needed to synthesize it. (3) The reactants are: [CH3:1][O:2][C:3]1[CH:22]=[C:21]([N+:23]([O-])=O)[CH:20]=[CH:19][C:4]=1[O:5][CH2:6][CH2:7][O:8][CH2:9][CH2:10][NH:11][C:12](=[O:18])[O:13][C:14]([CH3:17])([CH3:16])[CH3:15]. Given the product [NH2:23][C:21]1[CH:20]=[CH:19][C:4]([O:5][CH2:6][CH2:7][O:8][CH2:9][CH2:10][NH:11][C:12](=[O:18])[O:13][C:14]([CH3:15])([CH3:16])[CH3:17])=[C:3]([O:2][CH3:1])[CH:22]=1, predict the reactants needed to synthesize it. (4) Given the product [CH3:14][NH:15][CH2:10][C:7]1([C:1]2[CH:6]=[CH:5][CH:4]=[CH:3][CH:2]=2)[CH2:9][CH2:8]1, predict the reactants needed to synthesize it. The reactants are: [C:1]1([C:7]2([C:10](O)=O)[CH2:9][CH2:8]2)[CH:6]=[CH:5][CH:4]=[CH:3][CH:2]=1.C[CH2:14][N:15]=C=NCCCN(C)C.Cl.C1C=CC2N(O)N=NC=2C=1.CN. (5) Given the product [CH:7]1[C:16]2[C:11](=[CH:12][CH:13]=[CH:14][CH:15]=2)[CH:10]=[CH:9][C:8]=1[C:17]([C:3]1[N:2]([CH3:1])[CH:6]=[CH:5][CH:4]=1)=[O:18], predict the reactants needed to synthesize it. The reactants are: [CH3:1][N:2]1[CH:6]=[CH:5][CH:4]=[CH:3]1.[CH:7]1[C:16]2[C:11](=[CH:12][CH:13]=[CH:14][CH:15]=2)[CH:10]=[CH:9][C:8]=1[C:17](Cl)=[O:18]. (6) Given the product [Cl:12][C:10]1[S:11][C:6]2[CH:5]=[C:4]([C:1]([NH:14][C@H:15]3[CH2:23][C:22]4[C:17](=[CH:18][CH:19]=[CH:20][CH:21]=4)[C@@H:16]3[NH:24][S:25]([CH3:28])(=[O:27])=[O:26])=[O:3])[NH:8][C:7]=2[C:9]=1[Cl:13], predict the reactants needed to synthesize it. The reactants are: [C:1]([C:4]1[NH:8][C:7]2[C:9]([Cl:13])=[C:10]([Cl:12])[S:11][C:6]=2[CH:5]=1)([OH:3])=O.[NH2:14][C@H:15]1[CH2:23][C:22]2[C:17](=[CH:18][CH:19]=[CH:20][CH:21]=2)[C@@H:16]1[NH:24][S:25]([CH3:28])(=[O:27])=[O:26].CCN(C(C)C)C(C)C.C1C=CC2N(O)N=NC=2C=1.CCN=C=NCCCN(C)C. (7) Given the product [O:23]1[CH2:24][CH2:25][CH2:26][CH2:27][CH:22]1[O:21][CH2:20][CH2:19][N:11]1[CH2:10][CH2:9][CH:8]([O:7][C:6]2[CH:14]=[CH:15][C:3]([C:2]([F:1])([F:16])[F:17])=[CH:4][CH:5]=2)[CH2:13][CH2:12]1, predict the reactants needed to synthesize it. The reactants are: [F:1][C:2]([F:17])([F:16])[C:3]1[CH:15]=[CH:14][C:6]([O:7][CH:8]2[CH2:13][CH2:12][NH:11][CH2:10][CH2:9]2)=[CH:5][CH:4]=1.Br[CH2:19][CH2:20][O:21][CH:22]1[CH2:27][CH2:26][CH2:25][CH2:24][O:23]1.C(=O)([O-])[O-].[K+].[K+].[I-].[Na+].